This data is from Peptide-MHC class I binding affinity with 185,985 pairs from IEDB/IMGT. The task is: Regression. Given a peptide amino acid sequence and an MHC pseudo amino acid sequence, predict their binding affinity value. This is MHC class I binding data. (1) The peptide sequence is TYPVLEEMF. The MHC is HLA-A26:01 with pseudo-sequence HLA-A26:01. The binding affinity (normalized) is 0. (2) The peptide sequence is VMWAGPWSS. The MHC is HLA-A26:01 with pseudo-sequence HLA-A26:01. The binding affinity (normalized) is 0.0847. (3) The peptide sequence is IRFPKTFGY. The MHC is HLA-B40:02 with pseudo-sequence HLA-B40:02. The binding affinity (normalized) is 0.112. (4) The peptide sequence is ELKLFNVTL. The MHC is HLA-B08:01 with pseudo-sequence HLA-B08:01. The binding affinity (normalized) is 0.857.